This data is from NCI-60 drug combinations with 297,098 pairs across 59 cell lines. The task is: Regression. Given two drug SMILES strings and cell line genomic features, predict the synergy score measuring deviation from expected non-interaction effect. (1) Drug 1: C1=CC(=CC=C1CCCC(=O)O)N(CCCl)CCCl. Drug 2: CC1=C(C=C(C=C1)C(=O)NC2=CC(=CC(=C2)C(F)(F)F)N3C=C(N=C3)C)NC4=NC=CC(=N4)C5=CN=CC=C5. Cell line: CAKI-1. Synergy scores: CSS=40.2, Synergy_ZIP=-6.35, Synergy_Bliss=-8.82, Synergy_Loewe=-3.60, Synergy_HSA=-4.93. (2) Drug 1: CCC1(CC2CC(C3=C(CCN(C2)C1)C4=CC=CC=C4N3)(C5=C(C=C6C(=C5)C78CCN9C7C(C=CC9)(C(C(C8N6C=O)(C(=O)OC)O)OC(=O)C)CC)OC)C(=O)OC)O.OS(=O)(=O)O. Drug 2: CS(=O)(=O)OCCCCOS(=O)(=O)C. Cell line: SNB-75. Synergy scores: CSS=2.42, Synergy_ZIP=-0.411, Synergy_Bliss=2.93, Synergy_Loewe=4.03, Synergy_HSA=1.07. (3) Drug 1: C1=CC(=C2C(=C1NCCNCCO)C(=O)C3=C(C=CC(=C3C2=O)O)O)NCCNCCO. Drug 2: CC1=C(C(=CC=C1)Cl)NC(=O)C2=CN=C(S2)NC3=CC(=NC(=N3)C)N4CCN(CC4)CCO. Cell line: NCI/ADR-RES. Synergy scores: CSS=6.85, Synergy_ZIP=-1.72, Synergy_Bliss=2.96, Synergy_Loewe=1.47, Synergy_HSA=1.57. (4) Drug 1: CCC(=C(C1=CC=CC=C1)C2=CC=C(C=C2)OCCN(C)C)C3=CC=CC=C3.C(C(=O)O)C(CC(=O)O)(C(=O)O)O. Drug 2: CC12CCC3C(C1CCC2O)C(CC4=C3C=CC(=C4)O)CCCCCCCCCS(=O)CCCC(C(F)(F)F)(F)F. Cell line: SN12C. Synergy scores: CSS=3.31, Synergy_ZIP=1.91, Synergy_Bliss=6.77, Synergy_Loewe=3.03, Synergy_HSA=3.04. (5) Drug 2: CC=C1C(=O)NC(C(=O)OC2CC(=O)NC(C(=O)NC(CSSCCC=C2)C(=O)N1)C(C)C)C(C)C. Cell line: CAKI-1. Drug 1: CCC(=C(C1=CC=CC=C1)C2=CC=C(C=C2)OCCN(C)C)C3=CC=CC=C3.C(C(=O)O)C(CC(=O)O)(C(=O)O)O. Synergy scores: CSS=41.8, Synergy_ZIP=4.29, Synergy_Bliss=7.62, Synergy_Loewe=-51.5, Synergy_HSA=4.37. (6) Drug 1: C1=NC2=C(N=C(N=C2N1C3C(C(C(O3)CO)O)O)F)N. Drug 2: C1CN(CCN1C(=O)CCBr)C(=O)CCBr. Cell line: BT-549. Synergy scores: CSS=19.2, Synergy_ZIP=-9.82, Synergy_Bliss=-3.98, Synergy_Loewe=0.135, Synergy_HSA=0.369. (7) Drug 1: CC=C1C(=O)NC(C(=O)OC2CC(=O)NC(C(=O)NC(CSSCCC=C2)C(=O)N1)C(C)C)C(C)C. Drug 2: CC1=C(N=C(N=C1N)C(CC(=O)N)NCC(C(=O)N)N)C(=O)NC(C(C2=CN=CN2)OC3C(C(C(C(O3)CO)O)O)OC4C(C(C(C(O4)CO)O)OC(=O)N)O)C(=O)NC(C)C(C(C)C(=O)NC(C(C)O)C(=O)NCCC5=NC(=CS5)C6=NC(=CS6)C(=O)NCCC[S+](C)C)O. Cell line: SK-OV-3. Synergy scores: CSS=66.4, Synergy_ZIP=-1.69, Synergy_Bliss=-0.0622, Synergy_Loewe=-3.31, Synergy_HSA=3.16. (8) Drug 1: CCC1(CC2CC(C3=C(CCN(C2)C1)C4=CC=CC=C4N3)(C5=C(C=C6C(=C5)C78CCN9C7C(C=CC9)(C(C(C8N6C=O)(C(=O)OC)O)OC(=O)C)CC)OC)C(=O)OC)O.OS(=O)(=O)O. Drug 2: C1=CC=C(C(=C1)C(C2=CC=C(C=C2)Cl)C(Cl)Cl)Cl. Cell line: MALME-3M. Synergy scores: CSS=19.2, Synergy_ZIP=-6.16, Synergy_Bliss=-1.63, Synergy_Loewe=-19.9, Synergy_HSA=-2.19.